From a dataset of CYP1A2 inhibition data for predicting drug metabolism from PubChem BioAssay. Regression/Classification. Given a drug SMILES string, predict its absorption, distribution, metabolism, or excretion properties. Task type varies by dataset: regression for continuous measurements (e.g., permeability, clearance, half-life) or binary classification for categorical outcomes (e.g., BBB penetration, CYP inhibition). Dataset: cyp1a2_veith. (1) The molecule is CC1=CC(=O)c2ccccc2C1=O. The result is 1 (inhibitor). (2) The compound is O=C(O)[C@H]1CCCNC1. The result is 0 (non-inhibitor).